Dataset: Reaction yield outcomes from USPTO patents with 853,638 reactions. Task: Predict the reaction yield, written as a fraction of the theoretical maximum amount of product (1.0 means a 100% yield; for example, 0.34 means a 34% yield). (1) The reactants are [Br:1][C:2]1[CH:3]=[C:4]2[N:10]=[CH:9][N:8]([CH2:11][C:12]3[CH:23]=[CH:22][C:15]4[N:16]=[C:17](S(C)=O)[O:18][C:14]=4[CH:13]=3)[C:5]2=[N:6][CH:7]=1.[NH2:24][C@@H:25]1[CH2:30][CH2:29][CH2:28][CH2:27][C@H:26]1[OH:31].CCN(C(C)C)C(C)C. The catalyst is CC(N(C)C)=O. The product is [Br:1][C:2]1[CH:3]=[C:4]2[N:10]=[CH:9][N:8]([CH2:11][C:12]3[CH:23]=[CH:22][C:15]4[N:16]=[C:17]([NH:24][C@@H:25]5[CH2:30][CH2:29][CH2:28][CH2:27][C@H:26]5[OH:31])[O:18][C:14]=4[CH:13]=3)[C:5]2=[N:6][CH:7]=1. The yield is 0.380. (2) The reactants are [NH2:1][CH2:2][CH:3]([OH:6])[CH2:4][OH:5].[C:7]1(C)[CH:12]=CC(S(O)(=O)=O)=C[CH:8]=1. The catalyst is C(OC(C)=O)C.Cl.COC(OC)(C)C. The product is [CH3:8][C:7]1([CH3:12])[O:6][CH:3]([CH2:2][NH2:1])[CH2:4][O:5]1. The yield is 0.460.